This data is from Reaction yield outcomes from USPTO patents with 853,638 reactions. The task is: Predict the reaction yield, written as a fraction of the theoretical maximum amount of product (1.0 means a 100% yield; for example, 0.34 means a 34% yield). (1) The reactants are Br[C:2]1[CH:7]=[CH:6][C:5]([O:8][CH3:9])=[C:4]([O:10][CH2:11][CH3:12])[CH:3]=1.C([Li])CCC.[O:18]1[C:22]2[CH:23]=[CH:24][C:25]([CH:27]=[O:28])=[CH:26][C:21]=2[O:20][CH2:19]1.C(O)(C)C. The catalyst is C1COCC1.O. The product is [O:18]1[C:22]2[CH:23]=[CH:24][C:25]([CH:27]([C:2]3[CH:7]=[CH:6][C:5]([O:8][CH3:9])=[C:4]([O:10][CH2:11][CH3:12])[CH:3]=3)[OH:28])=[CH:26][C:21]=2[O:20][CH2:19]1. The yield is 0.560. (2) The reactants are C([O-])C.[Na+].Cl.Cl.[NH:7]([C:9]1[CH:10]=[N:11][CH:12]=[CH:13][CH:14]=1)[NH2:8].[C:15](#[N:18])[CH:16]=[CH2:17].Cl. No catalyst specified. The product is [N:11]1[CH:12]=[CH:13][CH:14]=[C:9]([N:7]2[CH2:17][CH2:16][C:15]([NH2:18])=[N:8]2)[CH:10]=1. The yield is 0.740. (3) The reactants are [N:1]1([C:6]2[CH:53]=[CH:52][C:9]([CH2:10][NH:11][C:12]([C:14]3[CH:19]=[CH:18][N:17]=[C:16]([C:20]4[CH:25]=[C:24]([N:26]5[CH2:31][CH2:30][CH2:29][CH2:28][CH2:27]5)[CH:23]=[CH:22][C:21]=4[NH:32][C:33]([C:35]4[CH:36]=[C:37]([CH:49]=[CH:50][CH:51]=4)[CH2:38][S:39][CH2:40][CH2:41][C:42]([O:44]C(C)(C)C)=[O:43])=[O:34])[CH:15]=3)=[O:13])=[CH:8][CH:7]=2)[CH:5]=[CH:4][CH:3]=[N:2]1.FC(F)(F)C(O)=O.C(=O)(O)[O-].[Na+]. The catalyst is ClCCl. The product is [N:1]1([C:6]2[CH:7]=[CH:8][C:9]([CH2:10][NH:11][C:12]([C:14]3[CH:19]=[CH:18][N:17]=[C:16]([C:20]4[CH:25]=[C:24]([N:26]5[CH2:31][CH2:30][CH2:29][CH2:28][CH2:27]5)[CH:23]=[CH:22][C:21]=4[NH:32][C:33]([C:35]4[CH:36]=[C:37]([CH:49]=[CH:50][CH:51]=4)[CH2:38][S:39][CH2:40][CH2:41][C:42]([OH:44])=[O:43])=[O:34])[CH:15]=3)=[O:13])=[CH:52][CH:53]=2)[CH:5]=[CH:4][CH:3]=[N:2]1. The yield is 0.720. (4) The reactants are [CH2:1]([O:4][C:5]1[CH:6]=[C:7]([CH:17]=[CH:18][CH:19]=1)[O:8][C:9]1[CH:16]=[CH:15][C:12]([CH:13]=O)=[CH:11][CH:10]=1)[CH:2]=[CH2:3].[CH3:20][C:21]1[C:27]([N+:28]([O-:30])=[O:29])=[CH:26][CH:25]=[CH:24][C:22]=1[NH2:23]. No catalyst specified. The product is [CH2:1]([O:4][C:5]1[CH:6]=[C:7]([CH:17]=[CH:18][CH:19]=1)[O:8][C:9]1[CH:16]=[CH:15][C:12]([CH2:13][NH:23][C:22]2[CH:24]=[CH:25][CH:26]=[C:27]([N+:28]([O-:30])=[O:29])[C:21]=2[CH3:20])=[CH:11][CH:10]=1)[CH:2]=[CH2:3]. The yield is 0.820. (5) The reactants are CCN(C(C)C)C(C)C.[C:10]1([C:16]2[NH:20][N:19]=[C:18]([C:21]([NH:23][CH2:24][C:25]([OH:27])=O)=[O:22])[CH:17]=2)[CH:15]=[CH:14][CH:13]=[CH:12][CH:11]=1.C1C=CC2N(O)N=NC=2C=1.CCN=C=NCCCN(C)C.Cl.Cl.NCC([N:55]1[CH2:60][CH2:59][CH:58]([O:61][C:62]2[CH:67]=[CH:66][CH:65]=[C:64]([C:68]([F:71])([F:70])[F:69])[CH:63]=2)[CH2:57][CH2:56]1)=O. The catalyst is CN(C=O)C.O. The product is [O:27]=[C:25]([N:55]1[CH2:56][CH2:57][CH:58]([O:61][C:62]2[CH:67]=[CH:66][CH:65]=[C:64]([C:68]([F:69])([F:70])[F:71])[CH:63]=2)[CH2:59][CH2:60]1)[CH2:24][NH:23][C:21]([C:18]1[CH:17]=[C:16]([C:10]2[CH:11]=[CH:12][CH:13]=[CH:14][CH:15]=2)[NH:20][N:19]=1)=[O:22]. The yield is 0.162. (6) The catalyst is C(O)C.CCCCCCC.Cl. The yield is 0.800. The reactants are C(O[C:4]([C:6]1[C:7]([CH:17]2[CH2:19][CH2:18]2)=[N:8][C:9]2[C:14]([C:15]=1Cl)=[CH:13][CH:12]=[CH:11][CH:10]=2)=[O:5])C.[NH:20]([C:22]1[CH:30]=[CH:29][C:25]([C:26]([OH:28])=[O:27])=[CH:24][CH:23]=1)[NH2:21].NN. The product is [CH:17]1([C:7]2[NH:8][C:9]3[CH:10]=[CH:11][CH:12]=[CH:13][C:14]=3[C:15]3[C:6]=2[C:4](=[O:5])[N:20]([C:22]2[CH:23]=[CH:24][C:25]([C:26]([OH:28])=[O:27])=[CH:29][CH:30]=2)[N:21]=3)[CH2:18][CH2:19]1. (7) The reactants are [CH3:1][S:2]([N:5]1[CH2:14][CH2:13][C:12]2[C:7](=[CH:8][CH:9]=[CH:10][C:11]=2[O:15][CH2:16][C:17]([O:19]CC)=O)[CH2:6]1)(=[O:4])=[O:3].[NH2:22][CH2:23][CH:24]([OH:36])[CH2:25][N:26]1[CH2:35][CH2:34][C:33]2[C:28](=[CH:29][CH:30]=[CH:31][CH:32]=2)[CH2:27]1. The catalyst is CCO.CO. The product is [CH2:27]1[C:28]2[C:33](=[CH:32][CH:31]=[CH:30][CH:29]=2)[CH2:34][CH2:35][N:26]1[CH2:25][CH:24]([OH:36])[CH2:23][NH:22][C:17](=[O:19])[CH2:16][O:15][C:11]1[CH:10]=[CH:9][CH:8]=[C:7]2[C:12]=1[CH2:13][CH2:14][N:5]([S:2]([CH3:1])(=[O:3])=[O:4])[CH2:6]2. The yield is 0.250.